This data is from Forward reaction prediction with 1.9M reactions from USPTO patents (1976-2016). The task is: Predict the product of the given reaction. Given the reactants [NH2:1][CH2:2][CH2:3][C:4]1[CH:9]=[CH:8][C:7]([S:10]([NH2:13])(=[O:12])=[O:11])=[CH:6][CH:5]=1.Br[CH2:15][C:16]#[CH:17].CCN(C(C)C)[CH:21]([CH3:23])[CH3:22], predict the reaction product. The product is: [CH2:15]([N:1]([CH2:23][C:21]#[CH:22])[CH2:2][CH2:3][C:4]1[CH:5]=[CH:6][C:7]([S:10]([NH2:13])(=[O:11])=[O:12])=[CH:8][CH:9]=1)[C:16]#[CH:17].